Dataset: Forward reaction prediction with 1.9M reactions from USPTO patents (1976-2016). Task: Predict the product of the given reaction. (1) Given the reactants [OH:1][C@@H:2]1[CH2:7][NH:6][C@H:5]([C:8]([O:10][C:11]([CH3:14])([CH3:13])[CH3:12])=[O:9])[CH2:4][CH2:3]1.C(N(CC)CC)C.[F:22][C:23]([F:34])([F:33])[C:24](O[C:24](=[O:25])[C:23]([F:34])([F:33])[F:22])=[O:25].O, predict the reaction product. The product is: [OH:1][C@@H:2]1[CH2:7][N:6]([C:24](=[O:25])[C:23]([F:34])([F:33])[F:22])[C@H:5]([C:8]([O:10][C:11]([CH3:14])([CH3:13])[CH3:12])=[O:9])[CH2:4][CH2:3]1. (2) Given the reactants C(OC([N:8]1[CH2:22][CH:21]([CH3:23])[C:12]2=[C:13](O)[N:14]3[C:18]([N:19]=[C:11]2[CH2:10][CH2:9]1)=[CH:17][CH:16]=[N:15]3)=O)(C)(C)C.[NH:24]1[CH2:27][CH2:26][CH2:25]1, predict the reaction product. The product is: [N:24]1([C:13]2[N:14]3[C:18]([N:19]=[C:11]4[CH2:10][CH2:9][NH:8][CH2:22][CH:21]([CH3:23])[C:12]=24)=[CH:17][CH:16]=[N:15]3)[CH2:27][CH2:26][CH2:25]1.